Task: Predict the product of the given reaction.. Dataset: Forward reaction prediction with 1.9M reactions from USPTO patents (1976-2016) (1) The product is: [F:31][C:32]1[CH:42]=[CH:41][C:35]([O:36][CH2:37][C@@H:38]([OH:39])[CH2:40][NH:2][C@@H:3]([CH2:6][C:7]2[CH:12]=[CH:11][C:10]([S:13]([C:16]3[CH:21]=[CH:20][CH:19]=[CH:18][CH:17]=3)(=[O:15])=[O:14])=[CH:9][CH:8]=2)[CH2:4][OH:5])=[CH:34][CH:33]=1. Given the reactants Cl.[NH2:2][C@@H:3]([CH2:6][C:7]1[CH:12]=[CH:11][C:10]([S:13]([C:16]2[CH:21]=[CH:20][CH:19]=[CH:18][CH:17]=2)(=[O:15])=[O:14])=[CH:9][CH:8]=1)[CH2:4][OH:5].C(N(CC)C(C)C)(C)C.[F:31][C:32]1[CH:42]=[CH:41][C:35]([O:36][CH2:37][C@@H:38]2[CH2:40][O:39]2)=[CH:34][CH:33]=1, predict the reaction product. (2) Given the reactants C(OC([N:7]1[C@@H:11]([CH3:12])[CH:10]=[C:9]([C:13]2[N:14]=[C:15]([S:18][C:19]3[C@H:25]([CH3:26])[C@H:24]4[N:21]([C:22](=[O:30])[C@@H:23]4[C@H:27]([OH:29])[CH3:28])[C:20]=3[C:31]([O:33]CC=C)=[O:32])[S:16][CH:17]=2)[CH2:8]1)=O)C=C.C(O)(=O)C.C([SnH](CCCC)CCCC)CCC.P([O-])([O-])([O-])=O, predict the reaction product. The product is: [OH:29][C@@H:27]([C@H:23]1[C:22](=[O:30])[N:21]2[C@@H:24]1[C@@H:25]([CH3:26])[C:19]([S:18][C:15]1[S:16][CH:17]=[C:13]([C:9]3[CH2:8][NH:7][C@H:11]([CH3:12])[CH:10]=3)[N:14]=1)=[C:20]2[C:31]([OH:33])=[O:32])[CH3:28].